Predict the reactants needed to synthesize the given product. From a dataset of Full USPTO retrosynthesis dataset with 1.9M reactions from patents (1976-2016). (1) Given the product [NH2:1][CH2:4][C:5]1[C:6]([NH:18][CH:19]2[CH2:24][CH2:23][N:22]([C:25]([NH2:27])=[O:26])[CH2:21][CH2:20]2)=[C:7]2[CH:15]=[N:14][N:13]([CH2:16][CH3:17])[C:8]2=[N:9][C:10]=1[CH2:11][CH3:12], predict the reactants needed to synthesize it. The reactants are: [N:1]([CH2:4][C:5]1[C:6]([NH:18][CH:19]2[CH2:24][CH2:23][N:22]([C:25]([NH2:27])=[O:26])[CH2:21][CH2:20]2)=[C:7]2[CH:15]=[N:14][N:13]([CH2:16][CH3:17])[C:8]2=[N:9][C:10]=1[CH2:11][CH3:12])=[N+]=[N-]. (2) Given the product [CH3:30][N:20]([C@H:21]1[CH2:26][CH2:25][C@H:24]([OH:27])[CH2:23][CH2:22]1)[C:17]1[CH:18]=[CH:19][C:14]2[N:15]([C:11]([C:9]3[S:10][C:3]4[C:2]([CH3:1])=[CH:7][N:6]=[CH:5][C:4]=4[CH:8]=3)=[CH:12][N:13]=2)[N:16]=1, predict the reactants needed to synthesize it. The reactants are: [CH3:1][C:2]1[C:3]2[S:10][C:9]([C:11]3[N:15]4[N:16]=[C:17]([NH:20][C@H:21]5[CH2:26][CH2:25][C@H:24]([OH:27])[CH2:23][CH2:22]5)[CH:18]=[CH:19][C:14]4=[N:13][CH:12]=3)=[CH:8][C:4]=2[CH:5]=[N:6][CH:7]=1.[H-].[Na+].[CH3:30]I.